Dataset: Forward reaction prediction with 1.9M reactions from USPTO patents (1976-2016). Task: Predict the product of the given reaction. Given the reactants Cl[C:2]1[C:11]2[C:6](=[CH:7][C:8]([O:14][CH3:15])=[C:9]([O:12][CH3:13])[CH:10]=2)[N:5]=[CH:4][CH:3]=1.[C:16]([C:20]1[CH:21]=[CH:22][C:23]([OH:28])=[C:24]([CH:27]=1)[CH:25]=[O:26])([CH3:19])([CH3:18])[CH3:17].O, predict the reaction product. The product is: [C:16]([C:20]1[CH:21]=[CH:22][C:23]([O:28][C:2]2[C:11]3[C:6](=[CH:7][C:8]([O:14][CH3:15])=[C:9]([O:12][CH3:13])[CH:10]=3)[N:5]=[CH:4][CH:3]=2)=[C:24]([CH:27]=1)[CH:25]=[O:26])([CH3:19])([CH3:17])[CH3:18].